Regression. Given two drug SMILES strings and cell line genomic features, predict the synergy score measuring deviation from expected non-interaction effect. From a dataset of Merck oncology drug combination screen with 23,052 pairs across 39 cell lines. (1) Cell line: NCIH460. Synergy scores: synergy=27.2. Drug 1: CC1CC2C3CCC4=CC(=O)C=CC4(C)C3(F)C(O)CC2(C)C1(O)C(=O)CO. Drug 2: CC(C)CC(NC(=O)C(Cc1ccccc1)NC(=O)c1cnccn1)B(O)O. (2) Drug 1: Nc1ccn(C2OC(CO)C(O)C2(F)F)c(=O)n1. Drug 2: NC(=O)c1cccc2cn(-c3ccc(C4CCCNC4)cc3)nc12. Cell line: UACC62. Synergy scores: synergy=9.14. (3) Drug 1: N#Cc1ccc(Cn2cncc2CN2CCN(c3cccc(Cl)c3)C(=O)C2)cc1. Drug 2: CCC1(O)C(=O)OCc2c1cc1n(c2=O)Cc2cc3c(CN(C)C)c(O)ccc3nc2-1. Cell line: HCT116. Synergy scores: synergy=22.8. (4) Drug 1: Nc1ccn(C2OC(CO)C(O)C2(F)F)c(=O)n1. Drug 2: C=CCn1c(=O)c2cnc(Nc3ccc(N4CCN(C)CC4)cc3)nc2n1-c1cccc(C(C)(C)O)n1. Cell line: MDAMB436. Synergy scores: synergy=21.3. (5) Drug 1: CS(=O)(=O)CCNCc1ccc(-c2ccc3ncnc(Nc4ccc(OCc5cccc(F)c5)c(Cl)c4)c3c2)o1. Drug 2: NC1(c2ccc(-c3nc4ccn5c(=O)[nH]nc5c4cc3-c3ccccc3)cc2)CCC1. Cell line: ZR751. Synergy scores: synergy=48.9. (6) Drug 1: Nc1ccn(C2OC(CO)C(O)C2(F)F)c(=O)n1. Drug 2: C=CCn1c(=O)c2cnc(Nc3ccc(N4CCN(C)CC4)cc3)nc2n1-c1cccc(C(C)(C)O)n1. Cell line: EFM192B. Synergy scores: synergy=-1.83. (7) Drug 1: CS(=O)(=O)CCNCc1ccc(-c2ccc3ncnc(Nc4ccc(OCc5cccc(F)c5)c(Cl)c4)c3c2)o1. Drug 2: Cn1c(=O)n(-c2ccc(C(C)(C)C#N)cc2)c2c3cc(-c4cnc5ccccc5c4)ccc3ncc21. Cell line: CAOV3. Synergy scores: synergy=38.0. (8) Drug 1: O=P1(N(CCCl)CCCl)NCCCO1. Drug 2: O=C(CCCCCCC(=O)Nc1ccccc1)NO. Cell line: RPMI7951. Synergy scores: synergy=16.3. (9) Drug 1: O=P1(N(CCCl)CCCl)NCCCO1. Drug 2: C=CCn1c(=O)c2cnc(Nc3ccc(N4CCN(C)CC4)cc3)nc2n1-c1cccc(C(C)(C)O)n1. Cell line: EFM192B. Synergy scores: synergy=-1.63.